This data is from NCI-60 drug combinations with 297,098 pairs across 59 cell lines. The task is: Regression. Given two drug SMILES strings and cell line genomic features, predict the synergy score measuring deviation from expected non-interaction effect. Drug 1: C1CCC(CC1)NC(=O)N(CCCl)N=O. Drug 2: C1=C(C(=O)NC(=O)N1)N(CCCl)CCCl. Cell line: NCI-H460. Synergy scores: CSS=37.1, Synergy_ZIP=-4.89, Synergy_Bliss=-1.19, Synergy_Loewe=-12.3, Synergy_HSA=-0.0560.